This data is from Full USPTO retrosynthesis dataset with 1.9M reactions from patents (1976-2016). The task is: Predict the reactants needed to synthesize the given product. (1) Given the product [CH3:1][O:2][CH2:3][O:14][C:15]1[CH:16]=[CH:17][C:18]([C:21]2[CH:26]=[CH:25][C:24]([C:27]#[N:28])=[CH:23][CH:22]=2)=[CH:19][CH:20]=1, predict the reactants needed to synthesize it. The reactants are: [CH3:1][O:2][CH2:3]Cl.C(N(C(C)C)CC)(C)C.[OH:14][C:15]1[CH:20]=[CH:19][C:18]([C:21]2[CH:26]=[CH:25][C:24]([C:27]#[N:28])=[CH:23][CH:22]=2)=[CH:17][CH:16]=1.O. (2) Given the product [CH3:44][O:43][C:39]1[CH:38]=[C:37]([CH:42]=[CH:41][CH:40]=1)[C:36]([NH:35][CH:32]1[CH2:33][CH2:34][N:29]([CH2:28][C:24]2[CH:23]=[CH:22][C:21]3[C:26](=[CH:27][C:18]([CH2:17][O:16][CH2:15][CH2:14][N:3]4[CH2:4][CH2:5][CH2:1][CH2:2]4)=[CH:19][CH:20]=3)[CH:25]=2)[CH2:30][CH2:31]1)=[O:45], predict the reactants needed to synthesize it. The reactants are: [CH3:1][CH2:2][N:3](CC)[CH2:4][CH3:5].CS(Cl)(=O)=O.O[CH2:14][CH2:15][O:16][CH2:17][C:18]1[CH:27]=[C:26]2[C:21]([CH:22]=[CH:23][C:24]([CH2:28][N:29]3[CH2:34][CH2:33][CH:32]([NH:35][C:36](=[O:45])[C:37]4[CH:42]=[CH:41][CH:40]=[C:39]([O:43][CH3:44])[CH:38]=4)[CH2:31][CH2:30]3)=[CH:25]2)=[CH:20][CH:19]=1.C([O-])(O)=O.[Na+]. (3) Given the product [C:1]([O:5][C:6]([N:8]1[CH2:13][CH2:12][C@H:11]([C:14]2[CH:19]=[CH:18][CH:17]=[CH:16][C:15]=2[CH3:20])[C@H:10]([C:21]([OH:23])=[O:22])[CH2:9]1)=[O:7])([CH3:4])([CH3:2])[CH3:3], predict the reactants needed to synthesize it. The reactants are: [C:1]([O:5][C:6]([N:8]1[CH2:13][CH2:12][C:11]([C:14]2[CH:19]=[CH:18][CH:17]=[CH:16][C:15]=2[CH3:20])=[C:10]([C:21]([OH:23])=[O:22])[CH2:9]1)=[O:7])([CH3:4])([CH3:3])[CH3:2].C(N(CC)CC)C.CO.[H][H]. (4) Given the product [N:16]1[C:8]([C:7]2[C:2]([NH:23][C:24]3[C:25]([F:41])=[C:26]([NH:31][S:32]([C:35]4[CH:40]=[CH:39][CH:38]=[CH:37][CH:36]=4)(=[O:34])=[O:33])[CH:27]=[CH:28][C:29]=3[F:30])=[N:3][CH:4]=[CH:5][CH:6]=2)=[C:9]2[C:13]([NH:12][CH:11]=[N:10]2)=[N:14][CH:15]=1, predict the reactants needed to synthesize it. The reactants are: F[C:2]1[C:7]([C:8]2[N:16]=[CH:15][N:14]=[C:13]3[C:9]=2[N:10]=[CH:11][N:12]3C2CCCCO2)=[CH:6][CH:5]=[CH:4][N:3]=1.[NH2:23][C:24]1[C:25]([F:41])=[C:26]([NH:31][S:32]([C:35]2[CH:40]=[CH:39][CH:38]=[CH:37][CH:36]=2)(=[O:34])=[O:33])[CH:27]=[CH:28][C:29]=1[F:30]. (5) Given the product [ClH:51].[CH3:3][CH:2]([O:4][C:5]1[CH:6]=[CH:7][C:8]2[NH:12][C:11](=[O:13])[N:10]([CH:14]3[CH2:15][CH2:16][N:17]([CH:24]4[CH2:25][CH2:26][O:21][CH2:22][CH2:23]4)[CH2:18][CH2:19]3)[C:9]=2[CH:20]=1)[CH3:1], predict the reactants needed to synthesize it. The reactants are: [CH3:1][CH:2]([O:4][C:5]1[CH:6]=[CH:7][C:8]2[NH:12][C:11](=[O:13])[N:10]([CH:14]3[CH2:19][CH2:18][NH:17][CH2:16][CH2:15]3)[C:9]=2[CH:20]=1)[CH3:3].[O:21]1[CH2:26][CH2:25][C:24](=O)[CH2:23][CH2:22]1.C(O[BH-](OC(=O)C)OC(=O)C)(=O)C.[Na+].C(N(CC)CC)C.[OH-].[Na+].[Cl:51]CCl.